Predict the reaction yield, written as a fraction of the theoretical maximum amount of product (1.0 means a 100% yield; for example, 0.34 means a 34% yield). From a dataset of Reaction yield outcomes from USPTO patents with 853,638 reactions. (1) The reactants are [Cl:1][C:2]1[CH:7]=[CH:6][C:5]([OH:8])=[CH:4][C:3]=1[C:9]([F:12])([F:11])[F:10].F[C:14]1[CH:19]=[CH:18][C:17]([C:20](=[O:22])[CH3:21])=[CH:16][CH:15]=1.C([O-])([O-])=O.[K+].[K+]. The catalyst is CN(C=O)C.CC(=O)OCC. The product is [Cl:1][C:2]1[CH:7]=[CH:6][C:5]([O:8][C:14]2[CH:19]=[CH:18][C:17]([C:20](=[O:22])[CH3:21])=[CH:16][CH:15]=2)=[CH:4][C:3]=1[C:9]([F:10])([F:11])[F:12]. The yield is 0.970. (2) The reactants are Br[C:2]1[CH:11]=[C:10]2[C:5]([CH:6]=[C:7]([C:12]([O:14][CH2:15][CH3:16])=[O:13])[CH:8]=[N:9]2)=[N:4][CH:3]=1.C(=O)([O-])[O-].[Cs+].[Cs+].[NH:23]1[CH:27]=[CH:26][CH:25]=[N:24]1.CN(C)C=O. The catalyst is [Cu]I. The product is [N:23]1([C:2]2[CH:11]=[C:10]3[C:5]([CH:6]=[C:7]([C:12]([O:14][CH2:15][CH3:16])=[O:13])[CH:8]=[N:9]3)=[N:4][CH:3]=2)[CH:27]=[CH:26][CH:25]=[N:24]1. The yield is 0.180. (3) The reactants are [NH2:1][C:2]1[CH:7]=[CH:6][C:5]([C:8]2[CH2:9][C@H:10]3[C:16](=O)[N:15](COCC[Si](C)(C)C)[C:14]4[CH:26]=[C:27]([O:32][CH2:33][CH2:34][CH2:35][O:36][C:37]5[C:38]([O:64][CH3:65])=[CH:39][C:40]6[C:46](=[O:47])[N:45]7[CH:48]=[C:49]([CH:51]8[CH2:53][CH2:52]8)[CH2:50][C@H:44]7[C:43](=O)[N:42](COCC[Si](C)(C)C)[C:41]=6[CH:63]=5)[C:28]([O:30][CH3:31])=[CH:29][C:13]=4[C:12](=[O:66])[N:11]3[CH:67]=2)=[CH:4][CH:3]=1.[Li+].[B-](CC)(CC)CC. The catalyst is C1COCC1. The product is [NH2:1][C:2]1[CH:3]=[CH:4][C:5]([C:8]2[CH2:9][C@H:10]3[CH:16]=[N:15][C:14]4[CH:26]=[C:27]([O:32][CH2:33][CH2:34][CH2:35][O:36][C:37]5[C:38]([O:64][CH3:65])=[CH:39][C:40]6[C:46](=[O:47])[N:45]7[CH:48]=[C:49]([CH:51]8[CH2:53][CH2:52]8)[CH2:50][C@H:44]7[CH:43]=[N:42][C:41]=6[CH:63]=5)[C:28]([O:30][CH3:31])=[CH:29][C:13]=4[C:12](=[O:66])[N:11]3[CH:67]=2)=[CH:6][CH:7]=1. The yield is 0.660. (4) The reactants are CC([O-])(C)C.[K+].[CH3:7][S:8][C:9]1[N:14]=[C:13]([C:15]2[CH:20]=[CH:19][NH:18][C:17](=[O:21])[N:16]=2)[CH:12]=[CH:11][N:10]=1.CS(O[CH:27]([C:37]1[CH:42]=[CH:41][C:40]([Cl:43])=[C:39]([F:44])[CH:38]=1)[CH2:28][O:29][Si:30]([C:33]([CH3:36])([CH3:35])[CH3:34])([CH3:32])[CH3:31])(=O)=O. The yield is 0.330. The catalyst is [I-].C([N+](CCCC)(CCCC)CCCC)CCC.C1COCC1. The product is [Si:30]([O:29][CH2:28][CH:27]([N:18]1[CH:19]=[CH:20][C:15]([C:13]2[CH:12]=[CH:11][N:10]=[C:9]([S:8][CH3:7])[N:14]=2)=[N:16][C:17]1=[O:21])[C:37]1[CH:42]=[CH:41][C:40]([Cl:43])=[C:39]([F:44])[CH:38]=1)([C:33]([CH3:35])([CH3:36])[CH3:34])([CH3:32])[CH3:31].